This data is from Catalyst prediction with 721,799 reactions and 888 catalyst types from USPTO. The task is: Predict which catalyst facilitates the given reaction. Reactant: [CH2:1]([C:3]1[C:4]([CH:24]=[O:25])=[C:5](OS(C(F)(F)F)(=O)=O)[CH:6]=[C:7]([O:9][CH:10]2[CH2:15][CH2:14][CH2:13][CH2:12][O:11]2)[CH:8]=1)[CH3:2].[B:26]1([B:26]2[O:30][C:29]([CH3:32])([CH3:31])[C:28]([CH3:34])([CH3:33])[O:27]2)[O:30][C:29]([CH3:32])([CH3:31])[C:28]([CH3:34])([CH3:33])[O:27]1.CC([O-])=O.[K+]. Product: [CH2:1]([C:3]1[CH:8]=[C:7]([O:9][CH:10]2[CH2:15][CH2:14][CH2:13][CH2:12][O:11]2)[CH:6]=[C:5]([B:26]2[O:30][C:29]([CH3:32])([CH3:31])[C:28]([CH3:34])([CH3:33])[O:27]2)[C:4]=1[CH:24]=[O:25])[CH3:2]. The catalyst class is: 12.